This data is from Full USPTO retrosynthesis dataset with 1.9M reactions from patents (1976-2016). The task is: Predict the reactants needed to synthesize the given product. (1) Given the product [ClH:20].[F:1][C:2]1[CH:3]=[C:4]([CH2:5][NH2:6])[CH:7]=[C:8]([C:10]2[CH:11]=[N:12][C:13]([C:16]([F:17])([F:18])[F:19])=[CH:14][CH:15]=2)[CH:9]=1, predict the reactants needed to synthesize it. The reactants are: [F:1][C:2]1[CH:3]=[C:4]([CH:7]=[C:8]([C:10]2[CH:11]=[N:12][C:13]([C:16]([F:19])([F:18])[F:17])=[CH:14][CH:15]=2)[CH:9]=1)[C:5]#[N:6].[ClH:20].O1CCCC1. (2) Given the product [Cl:1][C:2]1[CH:7]=[CH:6][C:5]([C:8]2[CH:9]=[C:10]([C:11]([F:14])([F:13])[F:12])[N:20]3[N:21]=[CH:22][CH:23]=[C:19]3[N:18]=2)=[CH:4][C:3]=1[CH3:17], predict the reactants needed to synthesize it. The reactants are: [Cl:1][C:2]1[CH:7]=[CH:6][C:5]([C:8](=O)[CH2:9][C:10](=O)[C:11]([F:14])([F:13])[F:12])=[CH:4][C:3]=1[CH3:17].[NH2:18][C:19]1[CH:23]=[CH:22][NH:21][N:20]=1. (3) Given the product [OH:36][CH:33]1[CH2:32][CH2:31][N:30]([C:27]2[S:28][CH:29]=[C:25]([CH:5]([N:6]3[CH2:12][CH2:11][CH2:10][N:9]([C:13]4[C:14]([O:23][CH3:24])=[CH:15][CH:16]=[C:17]5[C:22]=4[N:21]=[CH:20][CH:19]=[CH:18]5)[CH2:8][CH2:7]3)[CH2:4][C:3]([OH:37])=[O:2])[N:26]=2)[CH2:35][CH2:34]1, predict the reactants needed to synthesize it. The reactants are: C[O:2][C:3](=[O:37])[CH2:4][CH:5]([C:25]1[N:26]=[C:27]([N:30]2[CH2:35][CH2:34][CH:33]([OH:36])[CH2:32][CH2:31]2)[S:28][CH:29]=1)[N:6]1[CH2:12][CH2:11][CH2:10][N:9]([C:13]2[C:14]([O:23][CH3:24])=[CH:15][CH:16]=[C:17]3[C:22]=2[N:21]=[CH:20][CH:19]=[CH:18]3)[CH2:8][CH2:7]1.[OH-].[Na+].CO. (4) The reactants are: C[O:2][C:3]1[N:8]=[CH:7][C:6]([N:9]2[CH2:13][C@@:12]3([CH2:18][CH2:17][CH2:16][C@@:15]([CH2:20][N:21]4[C:25]5[CH:26]=[C:27]([C:30]#[N:31])[CH:28]=[CH:29][C:24]=5[N:23]=[CH:22]4)([CH3:19])[CH2:14]3)[O:11][C:10]2=[O:32])=[C:5]([CH3:33])[CH:4]=1.[I-].[Na+].C[Si](Cl)(C)C. Given the product [CH3:19][C@:15]1([CH2:20][N:21]2[C:25]3[CH:26]=[C:27]([C:30]#[N:31])[CH:28]=[CH:29][C:24]=3[N:23]=[CH:22]2)[CH2:16][CH2:17][CH2:18][C@:12]2([O:11][C:10](=[O:32])[N:9]([C:6]3[C:5]([CH3:33])=[CH:4][C:3](=[O:2])[NH:8][CH:7]=3)[CH2:13]2)[CH2:14]1, predict the reactants needed to synthesize it.